Dataset: Peptide-MHC class I binding affinity with 185,985 pairs from IEDB/IMGT. Task: Regression. Given a peptide amino acid sequence and an MHC pseudo amino acid sequence, predict their binding affinity value. This is MHC class I binding data. (1) The peptide sequence is EIYKRWII. The MHC is HLA-B15:03 with pseudo-sequence HLA-B15:03. The binding affinity (normalized) is 0.124. (2) The MHC is HLA-A02:01 with pseudo-sequence HLA-A02:01. The binding affinity (normalized) is 0.872. The peptide sequence is SLGQYIYET. (3) The peptide sequence is DAKRNSKSL. The MHC is HLA-A02:06 with pseudo-sequence HLA-A02:06. The binding affinity (normalized) is 0. (4) The MHC is Patr-A0101 with pseudo-sequence Patr-A0101. The binding affinity (normalized) is 0.179. The peptide sequence is HSNLTETFR. (5) The peptide sequence is CERYGFPAS. The MHC is HLA-B18:01 with pseudo-sequence HLA-B18:01. The binding affinity (normalized) is 0.650. (6) The MHC is HLA-B44:03 with pseudo-sequence HLA-B44:03. The peptide sequence is RYPLTLGW. The binding affinity (normalized) is 0. (7) The peptide sequence is YSEESPTSY. The MHC is HLA-A01:01 with pseudo-sequence HLA-A01:01. The binding affinity (normalized) is 0.920. (8) The peptide sequence is GLQSSDDFA. The MHC is HLA-A02:03 with pseudo-sequence HLA-A02:03. The binding affinity (normalized) is 0.0917. (9) The peptide sequence is WVMDTLNGI. The MHC is HLA-A02:01 with pseudo-sequence HLA-A02:01. The binding affinity (normalized) is 0.770.